From a dataset of Catalyst prediction with 721,799 reactions and 888 catalyst types from USPTO. Predict which catalyst facilitates the given reaction. (1) Reactant: Cl[C:2]1[N:10]=[CH:9][C:8]2[N:7]([CH2:11][O:12][CH2:13][CH2:14][Si:15]([CH3:18])([CH3:17])[CH3:16])[C:6]3[N:19]=[CH:20][CH:21]=[CH:22][C:5]=3[C:4]=2[C:3]=1[F:23].[CH3:24][N:25](C=O)C. Product: [F:23][C:3]1[C:4]2[C:5]3[CH:22]=[CH:21][CH:20]=[N:19][C:6]=3[N:7]([CH2:11][O:12][CH2:13][CH2:14][Si:15]([CH3:18])([CH3:17])[CH3:16])[C:8]=2[CH:9]=[N:10][C:2]=1[C:24]#[N:25]. The catalyst class is: 267. (2) Reactant: [Br:1]NC(=O)C.[CH:6]([Si:9]([CH:25]([CH3:27])[CH3:26])([CH:22]([CH3:24])[CH3:23])[O:10][CH:11]1[C:17]2=[N:18][CH:19]=[CH:20][CH:21]=[C:16]2[CH:15]=[CH:14][CH2:13][CH2:12]1)([CH3:8])[CH3:7].[C:28]([O-:31])(=[O:30])[CH3:29].[Li+]. Product: [C:28]([O:31][CH:15]1[C:16]2[C:17](=[N:18][CH:19]=[CH:20][CH:21]=2)[CH:11]([O:10][Si:9]([CH:6]([CH3:8])[CH3:7])([CH:22]([CH3:24])[CH3:23])[CH:25]([CH3:27])[CH3:26])[CH2:12][CH2:13][CH:14]1[Br:1])(=[O:30])[CH3:29]. The catalyst class is: 52.